Dataset: Forward reaction prediction with 1.9M reactions from USPTO patents (1976-2016). Task: Predict the product of the given reaction. Given the reactants [S:1]1[C:9]2[C:4](=[N:5][CH:6]=[CH:7][CH:8]=2)[N:3]=[C:2]1[O:10][C:11]1[CH:19]=[C:18]2[C:14]([CH:15]=[C:16]([CH2:20][OH:21])[NH:17]2)=[CH:13][CH:12]=1, predict the reaction product. The product is: [S:1]1[C:9]2[C:4](=[N:5][CH:6]=[CH:7][CH:8]=2)[N:3]=[C:2]1[O:10][C:11]1[CH:19]=[C:18]2[C:14]([CH:15]=[C:16]([CH:20]=[O:21])[NH:17]2)=[CH:13][CH:12]=1.